This data is from TCR-epitope binding with 47,182 pairs between 192 epitopes and 23,139 TCRs. The task is: Binary Classification. Given a T-cell receptor sequence (or CDR3 region) and an epitope sequence, predict whether binding occurs between them. (1) The epitope is YLDAYNMMI. The TCR CDR3 sequence is CASSQDGGTRGTQYF. Result: 1 (the TCR binds to the epitope). (2) The epitope is ITEEVGHTDLMAAY. The TCR CDR3 sequence is CASSLVTGGNEQYF. Result: 1 (the TCR binds to the epitope). (3) The epitope is KAYNVTQAF. The TCR CDR3 sequence is CASSRGDTQYF. Result: 1 (the TCR binds to the epitope). (4) The epitope is FIAGLIAIV. The TCR CDR3 sequence is CASSEWISGSSYNEQFF. Result: 1 (the TCR binds to the epitope).